Dataset: Reaction yield outcomes from USPTO patents with 853,638 reactions. Task: Predict the reaction yield, written as a fraction of the theoretical maximum amount of product (1.0 means a 100% yield; for example, 0.34 means a 34% yield). (1) The reactants are [CH2:1]([C@@H:8]1[NH:13][CH2:12][CH2:11][N:10]([C:14]2[CH:19]=[CH:18][C:17]([O:20][CH3:21])=[C:16]([O:22][CH:23]3[CH2:26][CH2:25][CH2:24]3)[CH:15]=2)[CH2:9]1)[C:2]1[CH:7]=[CH:6][CH:5]=[CH:4][CH:3]=1.C([O:29][C:30](=O)[CH2:31][C:32]1[NH:33][N:34]=[C:35]([CH2:37][CH3:38])[N:36]=1)C. No catalyst specified. The product is [CH2:1]([C@H:8]1[CH2:9][N:10]([C:14]2[CH:19]=[CH:18][C:17]([O:20][CH3:21])=[C:16]([O:22][CH:23]3[CH2:26][CH2:25][CH2:24]3)[CH:15]=2)[CH2:11][CH2:12][N:13]1[C:30](=[O:29])[CH2:31][C:32]1[NH:33][N:34]=[C:35]([CH2:37][CH3:38])[N:36]=1)[C:2]1[CH:3]=[CH:4][CH:5]=[CH:6][CH:7]=1. The yield is 0.190. (2) The reactants are [OH-].[Li+].[Cl:3][C:4]1[N:5]=[C:6]([C:11]([NH:13][C@H:14]2[CH2:19][CH2:18][N:17]([C:20]3[S:21][C:22]([C:30]([O:32]CC)=[O:31])=[C:23]([C:25](=[O:29])[NH:26][CH2:27][CH3:28])[N:24]=3)[CH2:16][C@H:15]2[O:35][CH2:36][CH3:37])=[O:12])[NH:7][C:8]=1[CH2:9][CH3:10]. The catalyst is CO. The product is [Cl:3][C:4]1[N:5]=[C:6]([C:11]([NH:13][C@H:14]2[CH2:19][CH2:18][N:17]([C:20]3[S:21][C:22]([C:30]([OH:32])=[O:31])=[C:23]([C:25](=[O:29])[NH:26][CH2:27][CH3:28])[N:24]=3)[CH2:16][C@H:15]2[O:35][CH2:36][CH3:37])=[O:12])[NH:7][C:8]=1[CH2:9][CH3:10]. The yield is 0.780. (3) The reactants are Cl[C:2]1[N:7]=[C:6]2[C:8]([CH3:22])([CH3:21])[N:9]([CH2:12][C:13]3[CH:18]=[CH:17][C:16]([O:19][CH3:20])=[CH:15][CH:14]=3)[C:10](=[O:11])[C:5]2=[CH:4][CH:3]=1.[O-:23][CH2:24][CH3:25].[Na+]. The catalyst is CN(C=O)C. The product is [CH2:24]([O:23][C:2]1[N:7]=[C:6]2[C:8]([CH3:22])([CH3:21])[N:9]([CH2:12][C:13]3[CH:18]=[CH:17][C:16]([O:19][CH3:20])=[CH:15][CH:14]=3)[C:10](=[O:11])[C:5]2=[CH:4][CH:3]=1)[CH3:25]. The yield is 0.890. (4) The reactants are [Br:1][C:2]1[CH:3]=[C:4]([CH:8]2[CH2:12][CH2:11][CH2:10][NH:9]2)[CH:5]=[CH:6][CH:7]=1.[OH:13][CH:14]([C:18]1[CH:23]=[CH:22][C:21]([S:24][CH3:25])=[CH:20][CH:19]=1)[C:15](O)=[O:16].F[P-](F)(F)(F)(F)F.N1(OC(N(C)C)=[N+](C)C)C2C=CC=CC=2N=N1.CCN(C(C)C)C(C)C. The catalyst is C(Cl)Cl. The product is [Br:1][C:2]1[CH:3]=[C:4]([CH:8]2[CH2:12][CH2:11][CH2:10][N:9]2[C:15](=[O:16])[CH:14]([OH:13])[C:18]2[CH:19]=[CH:20][C:21]([S:24][CH3:25])=[CH:22][CH:23]=2)[CH:5]=[CH:6][CH:7]=1. The yield is 0.560. (5) The reactants are [N+:1]([C:4]1[C:5]([N:10]2[CH2:15][CH2:14][CH:13]([C:16]([O:18][CH3:19])=[O:17])[CH2:12][CH2:11]2)=[N:6][CH:7]=[CH:8][CH:9]=1)([O-:3])=[O:2].C1C(=O)N([Br:27])C(=O)C1. The catalyst is CC#N. The product is [Br:27][C:8]1[CH:9]=[C:4]([N+:1]([O-:3])=[O:2])[C:5]([N:10]2[CH2:15][CH2:14][CH:13]([C:16]([O:18][CH3:19])=[O:17])[CH2:12][CH2:11]2)=[N:6][CH:7]=1. The yield is 0.100. (6) The reactants are C(O[C:6]([N:8]1[CH2:13][CH2:12][N:11]([C:14]2[C:19]([NH:20][S:21]([CH3:24])(=[O:23])=[O:22])=[CH:18][CH:17]=[CH:16][C:15]=2[Cl:25])[CH2:10][CH2:9]1)=O)(C)(C)C.FC(F)(F)C(O)=O.[CH3:33][S:34]([N:37]1[CH2:42][CH2:41][C:40]2[N:43]([CH2:56][CH:57]3C[O:58]3)[N:44]=[C:45]([C:46]3[CH:51]=[CH:50][C:49]([C:52]([F:55])([F:54])[F:53])=[CH:48][CH:47]=3)[C:39]=2[CH2:38]1)(=[O:36])=[O:35]. The catalyst is C(Cl)Cl. The product is [Cl:25][C:15]1[C:14]([N:11]2[CH2:10][CH2:9][N:8]([CH2:6][CH:57]([OH:58])[CH2:56][N:43]3[C:40]4[CH2:41][CH2:42][N:37]([S:34]([CH3:33])(=[O:36])=[O:35])[CH2:38][C:39]=4[C:45]([C:46]4[CH:51]=[CH:50][C:49]([C:52]([F:54])([F:55])[F:53])=[CH:48][CH:47]=4)=[N:44]3)[CH2:13][CH2:12]2)=[C:19]([NH:20][S:21]([CH3:24])(=[O:22])=[O:23])[CH:18]=[CH:17][CH:16]=1. The yield is 0.200. (7) The reactants are [C:1]([O:9][C@H:10]1[CH2:15][C@@H:14]([CH2:16][N:17]2[C:21](=[O:22])[C:20]3=[CH:23][CH:24]=[CH:25][CH:26]=[C:19]3[C:18]2=[O:27])[O:13][C@@H:12]([N:28]2[C:36]3[C:31](=[CH:32][CH:33]=[CH:34][CH:35]=3)[CH:30]=[CH:29]2)[CH2:11]1)(=[O:8])[C:2]1[CH:7]=[CH:6][CH:5]=[CH:4][CH:3]=1.C(Cl)(=O)C(Cl)=O.O[N:44]1[C:48](=O)C[CH2:46][C:45]1=[O:50].[N:51]1[CH:56]=[CH:55][CH:54]=[CH:53][CH:52]=1. The catalyst is ClCCl.O1CCCC1. The product is [C:1]([O:9][C@H:10]1[CH2:15][C@@H:14]([CH2:16][N:17]2[C:21](=[O:22])[C:20]3=[CH:23][CH:24]=[CH:25][CH:26]=[C:19]3[C:18]2=[O:27])[O:13][C@@H:12]([N:28]2[C:36]3[C:31](=[CH:32][CH:33]=[CH:34][CH:35]=3)[C:30]([C:46]3[C:45](=[O:50])[NH:44][C:48]4[C:56]([N:51]=3)=[CH:55][CH:54]=[CH:53][CH:52]=4)=[CH:29]2)[CH2:11]1)(=[O:8])[C:2]1[CH:7]=[CH:6][CH:5]=[CH:4][CH:3]=1. The yield is 0.320.